This data is from Reaction yield outcomes from USPTO patents with 853,638 reactions. The task is: Predict the reaction yield, written as a fraction of the theoretical maximum amount of product (1.0 means a 100% yield; for example, 0.34 means a 34% yield). (1) The reactants are O[C:2]1[CH:7]=[C:6]([C:8]([CH3:11])([CH3:10])[CH3:9])[N:5]=[CH:4][N:3]=1.P(Cl)(Cl)([Cl:14])=O. No catalyst specified. The product is [Cl:14][C:2]1[CH:7]=[C:6]([C:8]([CH3:11])([CH3:10])[CH3:9])[N:5]=[CH:4][N:3]=1. The yield is 0.780. (2) The reactants are [Br:1][C:2]1[CH:15]=[CH:14][C:5]2[S:6][C:7]3[CH:12]=[CH:11][C:10]([Br:13])=[CH:9][C:8]=3[C:4]=2[CH:3]=1.OO.[OH2:18].C(O)(=[O:21])C. No catalyst specified. The product is [Br:13][C:10]1[CH:11]=[CH:12][C:7]2[S:6](=[O:21])(=[O:18])[C:5]3[CH:14]=[CH:15][C:2]([Br:1])=[CH:3][C:4]=3[C:8]=2[CH:9]=1. The yield is 0.600.